Dataset: Peptide-MHC class I binding affinity with 185,985 pairs from IEDB/IMGT. Task: Regression. Given a peptide amino acid sequence and an MHC pseudo amino acid sequence, predict their binding affinity value. This is MHC class I binding data. (1) The peptide sequence is DTSECPNER. The MHC is HLA-A33:01 with pseudo-sequence HLA-A33:01. The binding affinity (normalized) is 0.403. (2) The peptide sequence is IFLIITKVF. The MHC is HLA-A69:01 with pseudo-sequence HLA-A69:01. The binding affinity (normalized) is 0.0847. (3) The peptide sequence is RKKLRPRWL. The MHC is HLA-C06:02 with pseudo-sequence HLA-C06:02. The binding affinity (normalized) is 0.0847.